Dataset: Catalyst prediction with 721,799 reactions and 888 catalyst types from USPTO. Task: Predict which catalyst facilitates the given reaction. (1) Reactant: C[O:2][C:3]([C:5]1[CH:43]=[CH:42][C:8]2[N:9]([CH:36]3[CH2:41][CH2:40][CH2:39][CH2:38][CH2:37]3)[C:10]([C:12]3[CH:13]=[C:14]4[C:19](=[CH:20][CH:21]=3)[N:18]=[C:17]([C:22]3[C:27]([C:28]5[CH:33]=[CH:32][C:31]([Cl:34])=[CH:30][CH:29]=5)=[CH:26][CH:25]=[C:24]([OH:35])[CH:23]=3)[CH:16]=[CH:15]4)=[N:11][C:7]=2[CH:6]=1)=[O:4].[H-].[Na+].Br[CH2:47][CH2:48][O:49][CH3:50]. Product: [Cl:34][C:31]1[CH:32]=[CH:33][C:28]([C:27]2[C:22]([C:17]3[CH:16]=[CH:15][C:14]4[C:19](=[CH:20][CH:21]=[C:12]([C:10]5[N:9]([CH:36]6[CH2:41][CH2:40][CH2:39][CH2:38][CH2:37]6)[C:8]6[CH:42]=[CH:43][C:5]([C:3]([OH:2])=[O:4])=[CH:6][C:7]=6[N:11]=5)[CH:13]=4)[N:18]=3)=[CH:23][C:24]([O:35][CH2:47][CH2:48][O:49][CH3:50])=[CH:25][CH:26]=2)=[CH:29][CH:30]=1. The catalyst class is: 3. (2) Reactant: [CH3:1][C:2]([CH3:37])([O:4][C:5]([NH:7][C@H:8]([C:34]([OH:36])=[O:35])[CH2:9][C:10]1[CH:15]=[CH:14][C:13]([NH:16][C:17]([O:19][CH2:20][CH:21]2[C:33]3[CH:32]=[CH:31][CH:30]=[CH:29][C:28]=3[C:27]3[C:22]2=[CH:23][CH:24]=[CH:25][CH:26]=3)=[O:18])=[CH:12][CH:11]=1)=[O:6])[CH3:3].[CH2:38](Br)[C:39]1[CH:44]=[CH:43][CH:42]=[CH:41][CH:40]=1. Product: [C:39]1([CH2:38][O:35][C:34](=[O:36])[C@H:8]([CH2:9][C:10]2[CH:11]=[CH:12][C:13]([NH:16][C:17]([O:19][CH2:20][CH:21]3[C:33]4[CH:32]=[CH:31][CH:30]=[CH:29][C:28]=4[C:27]4[C:22]3=[CH:23][CH:24]=[CH:25][CH:26]=4)=[O:18])=[CH:14][CH:15]=2)[NH:7][C:5]([O:4][C:2]([CH3:37])([CH3:1])[CH3:3])=[O:6])[CH:44]=[CH:43][CH:42]=[CH:41][CH:40]=1. The catalyst class is: 3. (3) Reactant: Cl[C:2]1[CH:3]=[C:4]2[C:9](=[CH:10][N:11]=1)[N:8]=[C:7]([C:12]1([OH:17])[CH2:16][CH2:15][CH2:14][CH2:13]1)[CH:6]=[CH:5]2.[CH:18]1([C:21]([NH2:23])=[O:22])[CH2:20][CH2:19]1.C(=O)([O-])[O-].[Cs+].[Cs+]. Product: [OH:17][C:12]1([C:7]2[CH:6]=[CH:5][C:4]3[C:9](=[CH:10][N:11]=[C:2]([NH:23][C:21]([CH:18]4[CH2:20][CH2:19]4)=[O:22])[CH:3]=3)[N:8]=2)[CH2:16][CH2:15][CH2:14][CH2:13]1. The catalyst class is: 155. (4) Reactant: [Br:1][C:2]1[C:3]([OH:10])=[C:4]([CH:7]=[CH:8][CH:9]=1)[CH:5]=O.[NH2:11][CH2:12][CH2:13][OH:14].C(O[BH-](OC(=O)C)OC(=O)C)(=O)C.[Na+]. Product: [Br:1][C:2]1[CH:9]=[CH:8][CH:7]=[C:4]([CH2:5][NH:11][CH2:12][CH2:13][OH:14])[C:3]=1[OH:10]. The catalyst class is: 7.